From a dataset of Forward reaction prediction with 1.9M reactions from USPTO patents (1976-2016). Predict the product of the given reaction. (1) Given the reactants [OH:10][CH2:11][CH2:12][S:13][CH2:14][CH2:15]OCC[O:10][CH2:11][CH2:12][S:13][CH2:14][CH2:15]CO.OCC[O:21][CH2:22][CH2:23][S:24][CH2:25][CH2:26][S:27]CCOCCO, predict the reaction product. The product is: [OH:21][CH2:22][CH2:23][S:24][CH2:25][CH2:26][S:27][CH2:15][CH2:14][S:13][CH2:12][CH2:11][OH:10]. (2) Given the reactants [OH:1][C:2]1[CH:3]=[C:4]2[C:8](=[CH:9][CH:10]=1)[NH:7][CH:6]=[CH:5]2.[C:11]([O:15][C:16](O[C:16]([O:15][C:11]([CH3:14])([CH3:13])[CH3:12])=[O:17])=[O:17])([CH3:14])([CH3:13])[CH3:12].C(=O)([O-])[O-].[K+].[K+].C(O)(=O)C, predict the reaction product. The product is: [C:11]([O:15][C:16]([N:7]1[C:8]2[C:4](=[CH:3][C:2]([OH:1])=[CH:10][CH:9]=2)[CH:5]=[CH:6]1)=[O:17])([CH3:14])([CH3:13])[CH3:12]. (3) Given the reactants CO[C:3]([C:5]1[S:9][C:8]([NH:10][C:11](=[O:18])[C:12]2[CH:17]=[CH:16][CH:15]=[CH:14][CH:13]=2)=[N:7][CH:6]=1)=[O:4].[C-]#N.[Na+].[CH2:22]([NH2:29])[C:23]1[CH:28]=[CH:27][CH:26]=[CH:25][CH:24]=1, predict the reaction product. The product is: [CH2:22]([NH:29][C:3]([C:5]1[S:9][C:8]([NH:10][C:11](=[O:18])[C:12]2[CH:13]=[CH:14][CH:15]=[CH:16][CH:17]=2)=[N:7][CH:6]=1)=[O:4])[C:23]1[CH:28]=[CH:27][CH:26]=[CH:25][CH:24]=1. (4) Given the reactants Cl[C:2]1[C:7]([C:8]([NH2:10])=[O:9])=[CH:6][N:5]=[C:4]([Cl:11])[CH:3]=1.[N:12]1[CH:17]=[CH:16][CH:15]=[C:14]([CH2:18][NH2:19])[CH:13]=1.CCN(C(C)C)C(C)C, predict the reaction product. The product is: [Cl:11][C:4]1[CH:3]=[C:2]([NH:19][CH2:18][C:14]2[CH:13]=[N:12][CH:17]=[CH:16][CH:15]=2)[C:7]([C:8]([NH2:10])=[O:9])=[CH:6][N:5]=1. (5) The product is: [C:36]([NH:14][CH2:13][C@@H:11]1[O:10][C:9](=[O:17])[N:8]([C:6]2[CH:5]=[CH:4][C:3]([N:18]3[CH2:22][CH:21]4[CH2:23][C:24]5([CH2:29][CH:20]4[CH2:19]3)[O:28][CH2:27][CH2:26][O:25]5)=[C:2]([F:1])[CH:7]=2)[CH2:12]1)(=[O:38])[CH3:37]. Given the reactants [F:1][C:2]1[CH:7]=[C:6]([N:8]2[CH2:12][C@H:11]([CH2:13][N:14]=[N+]=[N-])[O:10][C:9]2=[O:17])[CH:5]=[CH:4][C:3]=1[N:18]1[CH2:22][CH:21]2[CH2:23][C:24]3([CH2:29][CH:20]2[CH2:19]1)[O:28][CH2:27][CH2:26][O:25]3.N1C=CC=CC=1.[C:36](OC(=O)C)(=[O:38])[CH3:37], predict the reaction product. (6) Given the reactants [CH3:1][C:2]1[N:7]=[C:6]([C:8]([F:11])([F:10])[F:9])[N:5]=[C:4]([N:12]2[CH2:17][CH2:16][N:15]([CH2:18][CH2:19][CH2:20][CH2:21][NH2:22])[CH2:14][CH2:13]2)[CH:3]=1.C1N=CN([C:28](N2C=NC=C2)=[O:29])C=1.[C:35]1([N:41]2[CH2:46][CH2:45][NH:44][CH2:43][CH2:42]2)[CH:40]=[CH:39][CH:38]=[CH:37][CH:36]=1, predict the reaction product. The product is: [CH3:1][C:2]1[N:7]=[C:6]([C:8]([F:10])([F:9])[F:11])[N:5]=[C:4]([N:12]2[CH2:17][CH2:16][N:15]([CH2:18][CH2:19][CH2:20][CH2:21][NH:22][C:28]([N:44]3[CH2:45][CH2:46][N:41]([C:35]4[CH:40]=[CH:39][CH:38]=[CH:37][CH:36]=4)[CH2:42][CH2:43]3)=[O:29])[CH2:14][CH2:13]2)[CH:3]=1. (7) Given the reactants [CH3:1][C@@H:2]1[CH2:7][CH2:6][CH2:5][CH2:4][C@@H:3]1[N:8]1[C:12]2=[C:13]3[CH:19]=[CH:18][NH:17][C:14]3=[N:15][CH:16]=[C:11]2[NH:10][C:9]1=[O:20].N12CCCN=C1CCCCC2.Br[CH2:33][CH2:34][O:35][CH3:36].O, predict the reaction product. The product is: [CH3:36][O:35][CH2:34][CH2:33][N:10]1[C:11]2[C:12](=[C:13]3[CH:19]=[CH:18][NH:17][C:14]3=[N:15][CH:16]=2)[N:8]([C@H:3]2[CH2:4][CH2:5][CH2:6][CH2:7][C@H:2]2[CH3:1])[C:9]1=[O:20].